From a dataset of Full USPTO retrosynthesis dataset with 1.9M reactions from patents (1976-2016). Predict the reactants needed to synthesize the given product. (1) Given the product [Cl:1][C:15]1[N:14]=[C:13]([N:16]([C:24]([O:26][C:27]([CH3:30])([CH3:29])[CH3:28])=[O:25])[C:17]([O:19][C:20]([CH3:22])([CH3:23])[CH3:21])=[O:18])[NH:12][C:11]=1[CH:9]=[O:10], predict the reactants needed to synthesize it. The reactants are: [Cl:1]N1C(=O)CCC1=O.[CH:9]([C:11]1[N:12]=[C:13]([N:16]([C:24]([O:26][C:27]([CH3:30])([CH3:29])[CH3:28])=[O:25])[C:17]([O:19][C:20]([CH3:23])([CH3:22])[CH3:21])=[O:18])[NH:14][CH:15]=1)=[O:10]. (2) The reactants are: Br[C:2]1[CH:7]=[C:6]([O:8][C:9]2[CH:14]=[CH:13][C:12]([Cl:15])=[CH:11][C:10]=2[O:16][CH3:17])[C:5]([Cl:18])=[CH:4][C:3]=1[F:19].[C:20](OCC)(=[O:26])[C:21]([O:23][CH2:24][CH3:25])=[O:22]. Given the product [Cl:18][C:5]1[C:6]([O:8][C:9]2[CH:14]=[CH:13][C:12]([Cl:15])=[CH:11][C:10]=2[O:16][CH3:17])=[CH:7][C:2]([C:20](=[O:26])[C:21]([O:23][CH2:24][CH3:25])=[O:22])=[C:3]([F:19])[CH:4]=1, predict the reactants needed to synthesize it.